This data is from Forward reaction prediction with 1.9M reactions from USPTO patents (1976-2016). The task is: Predict the product of the given reaction. (1) Given the reactants C(OC(=O)C)C.[ClH:7].P(O[CH2:21][N:22]1[C:31]2[C:26](=[C:27]([F:36])[CH:28]=[CH:29][C:30]=2[O:32][CH2:33][CH2:34][CH3:35])[C:25](=[O:37])[C:24]([C:38]2[CH:43]=[CH:42][C:41]([O:44][CH3:45])=[CH:40][CH:39]=2)=[CH:23]1)(OC(C)(C)C)(OC(C)(C)C)=O, predict the reaction product. The product is: [Cl:7][CH2:21][N:22]1[C:31]2[C:26](=[C:27]([F:36])[CH:28]=[CH:29][C:30]=2[O:32][CH2:33][CH2:34][CH3:35])[C:25](=[O:37])[C:24]([C:38]2[CH:43]=[CH:42][C:41]([O:44][CH3:45])=[CH:40][CH:39]=2)=[CH:23]1. (2) Given the reactants Br[CH2:2][CH:3]([CH2:6][CH3:7])[CH2:4][CH3:5].[CH2:8]([CH2:10][NH2:11])[OH:9], predict the reaction product. The product is: [CH2:4]([CH:3]([CH2:6][CH3:7])[CH2:2][NH:11][CH2:10][CH2:8][OH:9])[CH3:5].